Dataset: Catalyst prediction with 721,799 reactions and 888 catalyst types from USPTO. Task: Predict which catalyst facilitates the given reaction. (1) Reactant: CC(OC([N:8]1[CH2:12][C@@H:11]([C:13]([OH:15])=O)[CH2:10][CH2:9]1)=O)(C)C.[CH:16]1([NH2:19])[CH2:18][CH2:17]1.F[P-](F)(F)(F)(F)F.N1(OC(N(C)C)=[N+](C)C)C2N=CC=CC=2N=N1.C(N(CC)C(C)C)(C)C.[ClH:53]. Product: [ClH:53].[CH:16]1([NH:19][C:13]([C@H:11]2[CH2:10][CH2:9][NH:8][CH2:12]2)=[O:15])[CH2:18][CH2:17]1. The catalyst class is: 3. (2) Reactant: [NH:1]1[C:9]2[C:4](=[CH:5][CH:6]=[C:7](N)[CH:8]=2)[CH:3]=[N:2]1.F[B-](F)(F)F.[H+].N([O-])=[O:18].[Na+].C(=O)([O-])[O-].[Na+].[Na+]. Product: [NH:1]1[C:9]2[C:4](=[CH:5][CH:6]=[C:7]([OH:18])[CH:8]=2)[CH:3]=[N:2]1. The catalyst class is: 211.